From a dataset of Drug-target binding data from BindingDB using IC50 measurements. Regression. Given a target protein amino acid sequence and a drug SMILES string, predict the binding affinity score between them. We predict pIC50 (pIC50 = -log10(IC50 in M); higher means more potent). Dataset: bindingdb_ic50. The small molecule is Cc1ccc(NC(=O)c2ccc(C)c(C(F)(F)F)c2)cc1C#Cc1nn([C@H]2CC[C@H](O)CC2)c2ncnc(N)c12. The target protein sequence is MSGNTVQRNTEQINNALNAIQHRRTTTGNDLNHTNQRIISQNSINDKDYTIYITDDGEKYSTVERAVKSVDPPVTFKPKDEQVFLSNGKPNHQFLKQHFIHEGRLHEHQAIQILKQATHLLSKESNLLNVPAPVTICGDVHGQYYDLMKLFEVGGDPATTKYLFLGDYVDRGSFSIECLLYLYSLKINYPDTFWMLRGNHECRHLTEYFTFKNECLHKYSEQLYEECLVSFNALPLAAIMNEQFFCVHGGLSPQLTSLDSLRKLHRFREPPTKGLMCDLLWADPIEEYDEDNIDQEYVTNVVRGCSFAFTYKAACKFLDKTKLLSVIRAHEAQNAGYRMYKRTKTMGFPSLLTMFSAPNYLDSYNNKAAVLKYENNVMNIRQFNASPHPYWLPHFMDVFTWSLPFVGEKVTDMLVSILNVCTEEELDEDLPFSESEIGVATKTTKTTTPVSPVSPKAHPPSTRITSPYKSTKLVESDNNPNTNNDDSEMTLEEKKQALRN.... The pIC50 is 8.1.